Dataset: Full USPTO retrosynthesis dataset with 1.9M reactions from patents (1976-2016). Task: Predict the reactants needed to synthesize the given product. (1) Given the product [CH2:1]([C:8]1[CH:16]=[CH:15][CH:14]=[CH:13][C:9]=1[C:10]([NH:41][C:40]1[CH:42]=[CH:43][C:37]([C:34]2[N:35]=[CH:36][N:32]([C:29]3[CH:30]=[CH:31][C:26]([O:25][C:24]([F:23])([F:45])[F:44])=[CH:27][CH:28]=3)[N:33]=2)=[CH:38][CH:39]=1)=[O:12])[C:2]1[CH:3]=[CH:4][CH:5]=[CH:6][CH:7]=1, predict the reactants needed to synthesize it. The reactants are: [CH2:1]([C:8]1[CH:16]=[CH:15][CH:14]=[CH:13][C:9]=1[C:10]([OH:12])=O)[C:2]1[CH:7]=[CH:6][CH:5]=[CH:4][CH:3]=1.C(Cl)(=O)C(Cl)=O.[F:23][C:24]([F:45])([F:44])[O:25][C:26]1[CH:31]=[CH:30][C:29]([N:32]2[CH:36]=[N:35][C:34]([C:37]3[CH:43]=[CH:42][C:40]([NH2:41])=[CH:39][CH:38]=3)=[N:33]2)=[CH:28][CH:27]=1.C(N(CC)C(C)C)(C)C. (2) Given the product [N+:1]([C:4]1[CH:15]=[CH:14][CH:13]=[C:6]2[C:5]=1[N:32]=[C:31]([CH2:30][CH2:29][CH2:28][N:25]1[CH2:24][CH:23]=[C:22]([C:16]3[CH:17]=[CH:18][CH:19]=[CH:20][CH:21]=3)[CH2:27][CH2:26]1)[NH:33][C:7]2=[O:8])([O-:3])=[O:2], predict the reactants needed to synthesize it. The reactants are: [N+:1]([C:4]1[CH:15]=[CH:14][CH:13]=[C:6]2[C:7](OC(=O)N[C:5]=12)=[O:8])([O-:3])=[O:2].[C:16]1([C:22]2[CH2:23][CH2:24][N:25]([CH2:28][CH2:29][CH2:30][C:31](=[NH:33])[NH2:32])[CH2:26][CH:27]=2)[CH:21]=[CH:20][CH:19]=[CH:18][CH:17]=1. (3) Given the product [C:26]([O:29][C:30]([CH3:31])([CH2:6][CH2:5][CH2:4][C:3]([O:2][CH3:1])([CH3:14])[CH2:12][CH3:13])[C:15]#[CH:16])(=[O:33])[CH3:27], predict the reactants needed to synthesize it. The reactants are: [CH3:1][O:2][C:3]([CH3:14])([CH2:12][CH3:13])[CH2:4][CH2:5][CH2:6]C(C)(O)C#C.[C:15]1(C)C=CC(S(O)(=O)=O)=C[CH:16]=1.[C:26]([O:29][C:30](=O)[CH3:31])(=O)[CH3:27].[OH2:33]. (4) Given the product [F:23][C:20]([F:21])([F:22])[C:11]1[CH:12]=[C:13]([C:16]([F:17])([F:18])[F:19])[CH:14]=[CH:15][C:10]=1[CH2:9][O:8][C:7]1[CH:6]=[CH:5][C:4](/[CH:24]=[C:25]2/[C:26]([NH:31][CH3:32])=[N:27][C:28](=[O:30])[S:29]/2)=[CH:3][C:2]=1[NH:1][CH2:33][CH3:34], predict the reactants needed to synthesize it. The reactants are: [NH2:1][C:2]1[CH:3]=[C:4](/[CH:24]=[C:25]2/[C:26]([NH:31][CH3:32])=[N:27][C:28](=[O:30])[S:29]/2)[CH:5]=[CH:6][C:7]=1[O:8][CH2:9][C:10]1[CH:15]=[CH:14][C:13]([C:16]([F:19])([F:18])[F:17])=[CH:12][C:11]=1[C:20]([F:23])([F:22])[F:21].[CH:33](=O)[CH3:34].C([BH3-])#N.[Na+].C(O)(=O)C.